This data is from Reaction yield outcomes from USPTO patents with 853,638 reactions. The task is: Predict the reaction yield, written as a fraction of the theoretical maximum amount of product (1.0 means a 100% yield; for example, 0.34 means a 34% yield). (1) The reactants are [CH:1]1([C:6]2[NH:10][C:9]3[C:11]([C:16]([OH:18])=O)=[CH:12][CH:13]=[C:14]([OH:15])[C:8]=3[N:7]=2)[CH2:5][CH2:4][CH2:3][CH2:2]1.[NH2:19][CH2:20][CH:21]1[CH2:26][CH2:25][CH2:24][N:23](C(OC(C)(C)C)=O)[CH2:22]1. No catalyst specified. The product is [CH:1]1([C:6]2[NH:10][C:9]3[C:11]([C:16]([NH:19][CH2:20][CH:21]4[CH2:26][CH2:25][CH2:24][NH:23][CH2:22]4)=[O:18])=[CH:12][CH:13]=[C:14]([OH:15])[C:8]=3[N:7]=2)[CH2:2][CH2:3][CH2:4][CH2:5]1. The yield is 0.410. (2) The reactants are [CH3:1][CH:2]1[CH2:7][CH:6]([CH3:8])[CH2:5][NH:4][CH2:3]1.Cl[C:10]1[N:15]=[C:14]([CH3:16])[C:13]([CH:17]([CH2:22][CH2:23][CH3:24])[C:18]([O:20][CH3:21])=[O:19])=[C:12]([C:25]2[CH:30]=[CH:29][C:28]([CH3:31])=[CH:27][CH:26]=2)[N:11]=1. The catalyst is O1CCCC1. The product is [CH3:1][CH:2]1[CH2:7][CH:6]([CH3:8])[CH2:5][N:4]([C:10]2[N:15]=[C:14]([CH3:16])[C:13]([CH:17]([CH2:22][CH2:23][CH3:24])[C:18]([O:20][CH3:21])=[O:19])=[C:12]([C:25]3[CH:30]=[CH:29][C:28]([CH3:31])=[CH:27][CH:26]=3)[N:11]=2)[CH2:3]1. The yield is 0.920. (3) The reactants are Cl[CH2:2][CH2:3][C:4]([NH:6][C:7]1[CH:12]=[C:11]([NH:13][C:14]2[N:19]=[C:18]([C:20]3[C:28]4[C:23](=[CH:24][CH:25]=[CH:26][CH:27]=4)[N:22]([CH3:29])[CH:21]=3)[CH:17]=[CH:16][N:15]=2)[C:10]([O:30][CH3:31])=[CH:9][C:8]=1[N:32]([CH2:34][CH2:35][N:36]([CH3:38])[CH3:37])[CH3:33])=[O:5].C(N(CC)CC)C.O. The catalyst is C(#N)C. The product is [CH3:38][N:36]([CH3:37])[CH2:35][CH2:34][N:32]([CH3:33])[C:8]1[CH:9]=[C:10]([O:30][CH3:31])[C:11]([NH:13][C:14]2[N:19]=[C:18]([C:20]3[C:28]4[C:23](=[CH:24][CH:25]=[CH:26][CH:27]=4)[N:22]([CH3:29])[CH:21]=3)[CH:17]=[CH:16][N:15]=2)=[CH:12][C:7]=1[NH:6][C:4](=[O:5])[CH:3]=[CH2:2]. The yield is 0.940. (4) The reactants are [F:1][C:2]1[C:3]([N+:16]([O-])=O)=[CH:4][C:5]([N+:13]([O-])=O)=[C:6](/[CH:8]=[CH:9]/N(C)C)[CH:7]=1. The catalyst is [Ni].CCO. The product is [F:1][C:2]1[CH:7]=[C:6]2[C:5](=[CH:4][C:3]=1[NH2:16])[NH:13][CH:9]=[CH:8]2. The yield is 0.160. (5) The reactants are Cl.C(N=C=NCCCN(C)C)C.[C:13]([C:18]1[CH:26]=[CH:25][C:21]([C:22]([OH:24])=O)=[CH:20][CH:19]=1)(=[O:17])[CH2:14][CH2:15][CH3:16].Cl.[NH2:28][CH2:29][CH2:30][C:31]([O:33][CH3:34])=[O:32].ON1C2N=CC=CC=2N=N1.C(N(CC)CC)C. The catalyst is ClCCl. The product is [C:13]([C:18]1[CH:19]=[CH:20][C:21]([C:22]([NH:28][CH2:29][CH2:30][C:31]([O:33][CH3:34])=[O:32])=[O:24])=[CH:25][CH:26]=1)(=[O:17])[CH2:14][CH2:15][CH3:16]. The yield is 0.560. (6) The reactants are [C:1]([O:9][CH2:10][CH3:11])(=[O:8])[CH2:2][C:3]([O:5][CH2:6][CH3:7])=[O:4].[O-]CC.[Na+].[Na].Cl[CH2:18][CH2:19][O:20][CH2:21][CH2:22]Cl. The catalyst is C(O)C. The product is [CH2:10]([O:9][C:1]([C:2]1([C:3]([O:5][CH2:6][CH3:7])=[O:4])[CH2:22][CH2:21][O:20][CH2:19][CH2:18]1)=[O:8])[CH3:11]. The yield is 0.440. (7) The reactants are [CH3:1][C:2]1[CH:20]=[C:19]([O:21][Si:22]([CH:29]([CH3:31])[CH3:30])([CH:26]([CH3:28])[CH3:27])[CH:23]([CH3:25])[CH3:24])[CH:18]=[C:17]([CH3:32])[C:3]=1[CH2:4][C:5]1[CH:6]=[CH:7][C:8]([O:13][CH2:14][O:15][CH3:16])=[C:9]([CH:12]=1)C=O.C1C=C(Cl)C=C(C(OO)=[O:41])C=1.C(=O)(O)[O-].[Na+]. The catalyst is ClCCl. The product is [CH3:32][C:17]1[CH:18]=[C:19]([O:21][Si:22]([CH:29]([CH3:31])[CH3:30])([CH:23]([CH3:25])[CH3:24])[CH:26]([CH3:27])[CH3:28])[CH:20]=[C:2]([CH3:1])[C:3]=1[CH2:4][C:5]1[CH:6]=[CH:7][C:8]([O:13][CH2:14][O:15][CH3:16])=[C:9]([OH:41])[CH:12]=1. The yield is 0.420.